This data is from Peptide-MHC class I binding affinity with 185,985 pairs from IEDB/IMGT. The task is: Regression. Given a peptide amino acid sequence and an MHC pseudo amino acid sequence, predict their binding affinity value. This is MHC class I binding data. (1) The peptide sequence is VLEWRFDSRL. The MHC is HLA-A68:01 with pseudo-sequence HLA-A68:01. The binding affinity (normalized) is 0. (2) The peptide sequence is RTWAYHGSY. The MHC is SLA-10401 with pseudo-sequence SLA-10401. The binding affinity (normalized) is 0.605. (3) The binding affinity (normalized) is 0.292. The MHC is HLA-A02:06 with pseudo-sequence HLA-A02:06. The peptide sequence is FLFLLYILFL. (4) The peptide sequence is MMIDDFGTA. The MHC is HLA-A02:01 with pseudo-sequence HLA-A02:01. The binding affinity (normalized) is 0.893. (5) The peptide sequence is QLAKRSEIL. The MHC is HLA-A11:01 with pseudo-sequence HLA-A11:01. The binding affinity (normalized) is 0.0847. (6) The peptide sequence is ITFHGAKEIA. The MHC is HLA-A02:02 with pseudo-sequence HLA-A02:02. The binding affinity (normalized) is 0.121. (7) The peptide sequence is GLQSSDDFA. The MHC is HLA-A68:02 with pseudo-sequence HLA-A68:02. The binding affinity (normalized) is 0. (8) The peptide sequence is ATYQRTRALVR. The MHC is HLA-A03:01 with pseudo-sequence HLA-A03:01. The binding affinity (normalized) is 0.661. (9) The peptide sequence is VSFIEFVGW. The MHC is HLA-B27:05 with pseudo-sequence HLA-B27:05. The binding affinity (normalized) is 0.213. (10) The peptide sequence is FHKKRVEPL. The MHC is HLA-B58:01 with pseudo-sequence HLA-B58:01. The binding affinity (normalized) is 0.0847.